This data is from Peptide-MHC class I binding affinity with 185,985 pairs from IEDB/IMGT. The task is: Regression. Given a peptide amino acid sequence and an MHC pseudo amino acid sequence, predict their binding affinity value. This is MHC class I binding data. (1) The binding affinity (normalized) is 0.710. The peptide sequence is SLGAISFWM. The MHC is Mamu-A02 with pseudo-sequence Mamu-A02. (2) The binding affinity (normalized) is 0.0847. The MHC is HLA-B46:01 with pseudo-sequence HLA-B46:01. The peptide sequence is ERAFQNWSV. (3) The MHC is HLA-A02:01 with pseudo-sequence HLA-A02:01. The peptide sequence is KIMASENSS. The binding affinity (normalized) is 0.